This data is from Peptide-MHC class I binding affinity with 185,985 pairs from IEDB/IMGT. The task is: Regression. Given a peptide amino acid sequence and an MHC pseudo amino acid sequence, predict their binding affinity value. This is MHC class I binding data. The peptide sequence is VQQESSFVM. The MHC is HLA-A02:01 with pseudo-sequence HLA-A02:01. The binding affinity (normalized) is 0.355.